From a dataset of Full USPTO retrosynthesis dataset with 1.9M reactions from patents (1976-2016). Predict the reactants needed to synthesize the given product. Given the product [Br:2][C:3]1[CH:8]=[CH:7][C:6]2[C:18]3[CH:17]4[N:19]([C:20]([O:22][C:23]([CH3:26])([CH3:25])[CH3:24])=[O:21])[CH:14]([CH2:15][CH2:16]4)[CH2:13][C:12]=3[O:9][C:5]=2[CH:4]=1, predict the reactants needed to synthesize it. The reactants are: Cl.[Br:2][C:3]1[CH:4]=[C:5]([O:9]N)[CH:6]=[CH:7][CH:8]=1.O=[C:12]1[CH2:18][CH:17]2[N:19]([C:20]([O:22][C:23]([CH3:26])([CH3:25])[CH3:24])=[O:21])[CH:14]([CH2:15][CH2:16]2)[CH2:13]1.